From a dataset of Forward reaction prediction with 1.9M reactions from USPTO patents (1976-2016). Predict the product of the given reaction. Given the reactants [Br:1][C:2]1[CH:8]=[C:7]([Cl:9])[CH:6]=[CH:5][C:3]=1[NH2:4].[H+].[B-:11]([F:15])([F:14])([F:13])[F:12].[N:16]([O-])=O.[Na+].C(OCC)C, predict the reaction product. The product is: [F:12][B-:11]([F:15])([F:14])[F:13].[Br:1][C:2]1[CH:8]=[C:7]([Cl:9])[CH:6]=[CH:5][C:3]=1[N+:4]#[N:16].